From a dataset of CYP2D6 inhibition data for predicting drug metabolism from PubChem BioAssay. Regression/Classification. Given a drug SMILES string, predict its absorption, distribution, metabolism, or excretion properties. Task type varies by dataset: regression for continuous measurements (e.g., permeability, clearance, half-life) or binary classification for categorical outcomes (e.g., BBB penetration, CYP inhibition). Dataset: cyp2d6_veith. (1) The compound is Cc1ccc(CN2CC34C=CC(O3)C(C(=O)NCc3ccco3)C4C2=O)cc1. The result is 0 (non-inhibitor). (2) The compound is CC(C)NC1(C(N)=O)CCN(Cc2ccccc2)CC1. The result is 1 (inhibitor). (3) The molecule is CCC(C)NS(=O)(=O)c1ccc(OCC(=O)NCC2CCCO2)cc1. The result is 0 (non-inhibitor). (4) The drug is COCC1C2CC[C@H]3C(OCc4ccc(OC)cc4)OC[C@]4(C)[C@H]3C2=C(CN4C(=O)OC(C)(C)C)[C@H](C)C1COC. The result is 0 (non-inhibitor). (5) The compound is CO[C@H]1COC(=O)C/C=C\[C@H](C)[C@@H](OC)COC(=O)[C@@H](C)NC(=O)C/C=C\[C@@H]1C. The result is 0 (non-inhibitor). (6) The molecule is CCOC(=O)C(=CNc1cccc(C)c1C)C(=O)OCC. The result is 1 (inhibitor). (7) The molecule is O=C(O)c1cc(-c2ccc(-c3ccccc3)cc2)nc2cc3ccccc3cc12. The result is 0 (non-inhibitor). (8) The molecule is O=C(c1cnccn1)N1CCC2(CCCN(c3ccncc3)C2)CC1. The result is 0 (non-inhibitor). (9) The compound is Cc1cc(C(=O)O)ccc1[C@H](N)C(=O)O. The result is 0 (non-inhibitor). (10) The drug is COc1cc2nc(N3CC=[N+](C(=O)c4ccco4)CC3)nc(N)c2cc1OC. The result is 0 (non-inhibitor).